This data is from Forward reaction prediction with 1.9M reactions from USPTO patents (1976-2016). The task is: Predict the product of the given reaction. (1) Given the reactants [O:1]1[C:5]2[CH:6]=[CH:7][C:8]([C:10]3[CH:15]=[CH:14][C:13]([C:16](=[O:18])[CH3:17])=[CH:12][CH:11]=3)=[CH:9][C:4]=2[O:3][CH2:2]1.[BH4-].[Na+].CCOC(C)=O.CC#N, predict the reaction product. The product is: [O:1]1[C:5]2[CH:6]=[CH:7][C:8]([C:10]3[CH:15]=[CH:14][C:13]([CH:16]([OH:18])[CH3:17])=[CH:12][CH:11]=3)=[CH:9][C:4]=2[O:3][CH2:2]1. (2) Given the reactants [F:1][C:2]1[CH:7]=[C:6]([OH:8])[CH:5]=[CH:4][C:3]=1[CH2:9][C:10]([N:12]1[CH2:17][CH2:16][O:15][CH2:14][CH2:13]1)=[S:11].O[CH2:19][CH2:20][CH2:21][CH:22]1[CH2:27][CH2:26][N:25]([C:28]([O:30][C:31]([CH3:34])([CH3:33])[CH3:32])=[O:29])[CH2:24][CH2:23]1, predict the reaction product. The product is: [C:31]([O:30][C:28]([N:25]1[CH2:26][CH2:27][CH:22]([CH2:21][CH2:20][CH2:19][O:8][C:6]2[CH:5]=[CH:4][C:3]([CH2:9][C:10]([N:12]3[CH2:13][CH2:14][O:15][CH2:16][CH2:17]3)=[S:11])=[C:2]([F:1])[CH:7]=2)[CH2:23][CH2:24]1)=[O:29])([CH3:34])([CH3:33])[CH3:32]. (3) Given the reactants S(C1C=CC(C)=CC=1)([O-])(=O)=O.[NH2:12][C@H:13]([C:24]1[CH:29]=[CH:28][CH:27]=[CH:26][CH:25]=1)[C:14]([O:16][CH2:17][C:18]1[CH:23]=[CH:22][CH:21]=[CH:20][CH:19]=1)=[O:15].[P:30](Cl)(Cl)(=[O:42])[O:31][C:32]1[C:41]2[C:36](=[CH:37][CH:38]=[CH:39][CH:40]=2)[CH:35]=[CH:34][CH:33]=1.C(Cl)[Cl:46], predict the reaction product. The product is: [Cl:46][C:33]1[CH:34]=[CH:35][C:36]2[C:41](=[CH:40][CH:39]=[CH:38][CH:37]=2)[C:32]=1[O:31][P:30](=[N:12][C@H:13]([C:24]1[CH:29]=[CH:28][CH:27]=[CH:26][CH:25]=1)[C:14]([O:16][CH2:17][C:18]1[CH:23]=[CH:22][CH:21]=[CH:20][CH:19]=1)=[O:15])=[O:42]. (4) The product is: [CH2:10]([O:17][C:18]1[CH:19]=[CH:20][C:21]([CH2:22][CH:1]([C:2]2[CH:7]=[CH:6][CH:5]=[CH:4][CH:3]=2)[C:8]#[N:9])=[CH:24][CH:25]=1)[C:11]1[CH:12]=[CH:13][CH:14]=[CH:15][CH:16]=1. Given the reactants [CH2:1]([C:8]#[N:9])[C:2]1[CH:7]=[CH:6][CH:5]=[CH:4][CH:3]=1.[CH2:10]([O:17][C:18]1[CH:25]=[CH:24][C:21]([CH2:22]Br)=[CH:20][CH:19]=1)[C:11]1[CH:16]=[CH:15][CH:14]=[CH:13][CH:12]=1, predict the reaction product. (5) Given the reactants [NH2:1][C:2]1[CH:3]=[C:4]([CH2:8][C:9]2[C:18]([C:19]([F:22])([F:21])[F:20])=[CH:17][C:12]([C:13]([O:15]C)=[O:14])=[CH:11][C:10]=2[Cl:23])[CH:5]=[CH:6][CH:7]=1, predict the reaction product. The product is: [NH2:1][C:2]1[CH:3]=[C:4]([CH2:8][C:9]2[C:18]([C:19]([F:20])([F:21])[F:22])=[CH:17][C:12]([C:13]([OH:15])=[O:14])=[CH:11][C:10]=2[Cl:23])[CH:5]=[CH:6][CH:7]=1. (6) Given the reactants [CH3:1][C:2]1([CH3:13])[C:10]2[C:5](=[CH:6][C:7]([CH3:12])=[C:8]([OH:11])[CH:9]=2)[CH2:4][CH2:3]1.[Br:14]Br.C(OCC)(=O)C.CCCCCC, predict the reaction product. The product is: [Br:14][C:9]1[C:8]([OH:11])=[C:7]([CH3:12])[CH:6]=[C:5]2[C:10]=1[C:2]([CH3:13])([CH3:1])[CH2:3][CH2:4]2. (7) Given the reactants [CH3:1][O:2][C:3]1[C:4]([CH3:11])=[C:5]([CH:8]=[CH:9][CH:10]=1)[CH:6]=[O:7].[Li].FC(F)(F)[C:15]1[CH:20]=[CH:19][C:18]([NH:21][C:22](=[O:28])[O:23][C:24]([CH3:27])([CH3:26])[CH3:25])=[CH:17][CH:16]=1.[Cl-:31].[NH4+], predict the reaction product. The product is: [Cl:31][C:15]1[CH:20]=[CH:19][C:18]([NH:21][C:22](=[O:28])[O:23][C:24]([CH3:27])([CH3:26])[CH3:25])=[C:17]([CH:6]([OH:7])[C:5]2[CH:8]=[CH:9][CH:10]=[C:3]([O:2][CH3:1])[C:4]=2[CH3:11])[CH:16]=1. (8) Given the reactants [CH3:1][N:2]1[C:6]2[CH:7]=[C:8](B3OC(C)(C)C(C)(C)O3)[CH:9]=[CH:10][C:5]=2[N:4]=[CH:3]1.Br[C:21]1[CH:22]=[C:23]([OH:27])[CH:24]=[CH:25][CH:26]=1.C([O-])([O-])=O.[Cs+].[Cs+], predict the reaction product. The product is: [CH3:1][N:2]1[C:6]2[CH:7]=[C:8]([C:21]3[CH:22]=[C:23]([OH:27])[CH:24]=[CH:25][CH:26]=3)[CH:9]=[CH:10][C:5]=2[N:4]=[CH:3]1. (9) Given the reactants [Cl:1][C:2]1[C:3]([F:31])=[C:4]([CH:8]2[C:12]([C:15]3[CH:20]=[CH:19][C:18]([Cl:21])=[CH:17][C:16]=3[F:22])([C:13]#[N:14])[CH:11]([CH2:23][C:24]([CH3:27])([CH3:26])[CH3:25])[NH:10][CH:9]2[C:28]([OH:30])=O)[CH:5]=[CH:6][CH:7]=1.[N:32]1([CH2:37][CH2:38][NH2:39])[CH:36]=[CH:35][N:34]=[N:33]1.CN(C(ON1N=NC2C=CC=NC1=2)=[N+](C)C)C.F[P-](F)(F)(F)(F)F.CCN(C(C)C)C(C)C, predict the reaction product. The product is: [N:32]1([CH2:37][CH2:38][NH:39][C:28]([CH:9]2[CH:8]([C:4]3[CH:5]=[CH:6][CH:7]=[C:2]([Cl:1])[C:3]=3[F:31])[C:12]([C:15]3[CH:20]=[CH:19][C:18]([Cl:21])=[CH:17][C:16]=3[F:22])([C:13]#[N:14])[CH:11]([CH2:23][C:24]([CH3:25])([CH3:27])[CH3:26])[NH:10]2)=[O:30])[CH:36]=[CH:35][N:34]=[N:33]1. (10) Given the reactants [NH2:1][C:2]1[CH:7]=[CH:6][C:5](Br)=[CH:4][N:3]=1.[CH2:9]([S:11]([C:14]1[CH:19]=[CH:18][C:17](B(O)O)=[CH:16][CH:15]=1)(=[O:13])=[O:12])[CH3:10].C([O-])([O-])=O.[Na+].[Na+], predict the reaction product. The product is: [CH2:9]([S:11]([C:14]1[CH:19]=[CH:18][C:17]([C:5]2[CH:6]=[CH:7][C:2]([NH2:1])=[N:3][CH:4]=2)=[CH:16][CH:15]=1)(=[O:12])=[O:13])[CH3:10].